This data is from Forward reaction prediction with 1.9M reactions from USPTO patents (1976-2016). The task is: Predict the product of the given reaction. (1) Given the reactants C([Li])CCC.[Cl:6][C:7]1[C:8]2[N:9]([C:13]([CH3:16])=[N:14][CH:15]=2)[CH:10]=[CH:11][N:12]=1.[C:17](=[O:19])=[O:18].CO, predict the reaction product. The product is: [Cl:6][C:7]1[C:8]2[N:9]([C:13]([CH3:16])=[N:14][CH:15]=2)[C:10]([C:17]([OH:19])=[O:18])=[CH:11][N:12]=1. (2) Given the reactants [CH:1]([NH:4][C:5](=[O:13])[CH2:6][N:7]1[CH2:12][CH2:11][NH:10][CH2:9][CH2:8]1)([CH3:3])[CH3:2].Cl[C:15]1[N:20]=[CH:19][N:18]=[C:17]([NH:21][C:22]2[S:23][CH:24]=[CH:25][N:26]=2)[CH:16]=1.C(N(CC)CC)C.[NH4+].[OH-], predict the reaction product. The product is: [CH:1]([NH:4][C:5](=[O:13])[CH2:6][N:7]1[CH2:12][CH2:11][N:10]([C:15]2[CH:16]=[C:17]([NH:21][C:22]3[S:23][CH:24]=[CH:25][N:26]=3)[N:18]=[CH:19][N:20]=2)[CH2:9][CH2:8]1)([CH3:3])[CH3:2]. (3) Given the reactants [NH2:1][C:2]1[C:11]([O:12][CH3:13])=[N:10][C:9]2[C:4](=[CH:5][C:6]([Cl:15])=[C:7]([Cl:14])[CH:8]=2)[N:3]=1.Cl[C:17]([O:19][CH2:20][CH3:21])=[O:18].N1C=CC=CC=1, predict the reaction product. The product is: [Cl:15][C:6]1[CH:5]=[C:4]2[C:9](=[CH:8][C:7]=1[Cl:14])[N:10]=[C:11]([O:12][CH3:13])[C:2]([NH:1][C:17](=[O:18])[O:19][CH2:20][CH3:21])=[N:3]2.